From a dataset of Reaction yield outcomes from USPTO patents with 853,638 reactions. Predict the reaction yield, written as a fraction of the theoretical maximum amount of product (1.0 means a 100% yield; for example, 0.34 means a 34% yield). The reactants are Cl[C:2]1[C:3]([F:22])=[CH:4][N:5]2[C:10]([C:11]=1[CH3:12])=[C:9]([CH:13]1[CH2:15][CH2:14]1)[CH:8]=[C:7]([C:16]([O:18][CH2:19][CH3:20])=[O:17])[C:6]2=[O:21].[C:23]([C:25]1[CH:30]=[CH:29][C:28](B(O)O)=[CH:27][CH:26]=1)#[N:24]. The product is [C:23]([C:25]1[CH:30]=[CH:29][C:28]([C:2]2[C:3]([F:22])=[CH:4][N:5]3[C:10]([C:11]=2[CH3:12])=[C:9]([CH:13]2[CH2:15][CH2:14]2)[CH:8]=[C:7]([C:16]([O:18][CH2:19][CH3:20])=[O:17])[C:6]3=[O:21])=[CH:27][CH:26]=1)#[N:24]. The yield is 1.00. No catalyst specified.